This data is from Forward reaction prediction with 1.9M reactions from USPTO patents (1976-2016). The task is: Predict the product of the given reaction. (1) Given the reactants CN1[C:11](=[O:12])[C:10]2[C:5](=[N:6][CH:7]=[C:8]([N:13]3[CH2:18][CH2:17][N:16]([C:19]([O:21][C:22]([CH3:25])([CH3:24])[CH3:23])=[O:20])[CH2:15][CH2:14]3)[N:9]=2)[N:4]=C1.C[OH:27], predict the reaction product. The product is: [NH2:4][C:5]1[C:10]([C:11]([OH:27])=[O:12])=[N:9][C:8]([N:13]2[CH2:18][CH2:17][N:16]([C:19]([O:21][C:22]([CH3:23])([CH3:25])[CH3:24])=[O:20])[CH2:15][CH2:14]2)=[CH:7][N:6]=1. (2) Given the reactants [F:1][CH:2]([F:32])[C:3]1[N:7]([C:8]2[CH:13]=[C:12]([N:14]3[CH2:19][CH2:18][O:17][CH2:16][CH2:15]3)[N:11]=[C:10]([NH:20][CH2:21][CH:22]3[CH2:27][CH2:26][NH:25][CH2:24][CH2:23]3)[N:9]=2)[C:6]2[CH:28]=[CH:29][CH:30]=[CH:31][C:5]=2[N:4]=1.C(O)C.[F:36][CH2:37][CH:38]1[CH2:40][O:39]1.C(N(CC)C(C)C)(C)C, predict the reaction product. The product is: [F:32][CH:2]([F:1])[C:3]1[N:7]([C:8]2[CH:13]=[C:12]([N:14]3[CH2:19][CH2:18][O:17][CH2:16][CH2:15]3)[N:11]=[C:10]([NH:20][CH2:21][CH:22]3[CH2:23][CH2:24][N:25]([CH2:40][CH:38]([OH:39])[CH2:37][F:36])[CH2:26][CH2:27]3)[N:9]=2)[C:6]2[CH:28]=[CH:29][CH:30]=[CH:31][C:5]=2[N:4]=1. (3) Given the reactants Br[C:2]1[CH:7]=[CH:6][C:5]([O:8][CH:9]([F:11])[F:10])=[C:4]([CH:12]([CH3:14])[CH3:13])[CH:3]=1.[CH3:15][Si:16]([C:19]#[CH:20])([CH3:18])[CH3:17], predict the reaction product. The product is: [F:10][CH:9]([F:11])[O:8][C:5]1[CH:6]=[CH:7][C:2]([C:20]#[C:19][Si:16]([CH3:18])([CH3:17])[CH3:15])=[CH:3][C:4]=1[CH:12]([CH3:14])[CH3:13].